From a dataset of Reaction yield outcomes from USPTO patents with 853,638 reactions. Predict the reaction yield, written as a fraction of the theoretical maximum amount of product (1.0 means a 100% yield; for example, 0.34 means a 34% yield). (1) The product is [C:1]([O:5][C:6]([N:8]1[CH2:13][CH2:12][CH:11]([O:14][C:15]2[C:16]([C:31]3[CH:32]=[CH:33][C:28]([F:27])=[CH:29][CH:30]=3)=[C:17]3[C:22](=[CH:23][CH:24]=2)[CH:21]=[N:20][C:19]([Cl:25])=[CH:18]3)[CH2:10][CH2:9]1)=[O:7])([CH3:4])([CH3:3])[CH3:2]. The catalyst is O1CCOCC1.O.C1C=CC([P]([Pd]([P](C2C=CC=CC=2)(C2C=CC=CC=2)C2C=CC=CC=2)([P](C2C=CC=CC=2)(C2C=CC=CC=2)C2C=CC=CC=2)[P](C2C=CC=CC=2)(C2C=CC=CC=2)C2C=CC=CC=2)(C2C=CC=CC=2)C2C=CC=CC=2)=CC=1. The reactants are [C:1]([O:5][C:6]([N:8]1[CH2:13][CH2:12][CH:11]([O:14][C:15]2[C:16](Br)=[C:17]3[C:22](=[CH:23][CH:24]=2)[CH:21]=[N:20][C:19]([Cl:25])=[CH:18]3)[CH2:10][CH2:9]1)=[O:7])([CH3:4])([CH3:3])[CH3:2].[F:27][C:28]1[CH:33]=[CH:32][C:31](B(O)O)=[CH:30][CH:29]=1.C([O-])([O-])=O.[Na+].[Na+]. The yield is 0.440. (2) The catalyst is CS(C)=O.C(OCC)(=O)C.[Cl-].[Na+].O. The reactants are [Br:1][C:2]1[CH:3]=[CH:4][C:5](F)=[C:6]([CH:11]=1)[C:7](=S)[NH:8][CH3:9].[NH2:13][NH2:14]. The yield is 0.230. The product is [Br:1][C:2]1[CH:11]=[C:6]2[C:5](=[CH:4][CH:3]=1)[NH:14][N:13]=[C:7]2[NH:8][CH3:9]. (3) The reactants are [F:1][C:2]1[CH:7]=[CH:6][C:5]([C:8]2[C:13]([C:14]3[CH:19]=[CH:18][N:17]=[CH:16][CH:15]=3)=[C:12]([C:20]3[CH:25]=[CH:24][C:23]([F:26])=[CH:22][CH:21]=3)[N:11]=[C:10]3[NH:27][N:28]=[CH:29][C:9]=23)=[CH:4][CH:3]=1.[CH3:30][S:31][C:32]1[CH:37]=[CH:36][C:35](B(O)O)=[CH:34][CH:33]=1.N1C=CC=CC=1.C(N(CC)CC)C. The catalyst is C(Cl)Cl. The product is [F:1][C:2]1[CH:7]=[CH:6][C:5]([C:8]2[C:9]3[C:10](=[N:27][N:28]([C:35]4[CH:36]=[CH:37][C:32]([S:31][CH3:30])=[CH:33][CH:34]=4)[CH:29]=3)[N:11]=[C:12]([C:20]3[CH:25]=[CH:24][C:23]([F:26])=[CH:22][CH:21]=3)[C:13]=2[C:14]2[CH:15]=[CH:16][N:17]=[CH:18][CH:19]=2)=[CH:4][CH:3]=1.[F:1][C:2]1[CH:7]=[CH:6][C:5]([C:8]2[C:13]([C:14]3[CH:15]=[CH:16][N:17]=[CH:18][CH:19]=3)=[C:12]([C:20]3[CH:25]=[CH:24][C:23]([F:26])=[CH:22][CH:21]=3)[N:11]=[C:10]3[N:27]([C:35]4[CH:36]=[CH:37][C:32]([S:31][CH3:30])=[CH:33][CH:34]=4)[N:28]=[CH:29][C:9]=23)=[CH:4][CH:3]=1. The yield is 0.100. (4) The reactants are [SH:1][C:2]1[N:7]=[C:6]([OH:8])[CH:5]=[C:4]([C:9]([F:12])([F:11])[F:10])[N:3]=1.C(=O)([O-])[O-].[K+].[K+].Br[CH2:20][C:21]1[C:22]([CH2:29][CH3:30])=[N:23][CH:24]=[CH:25][C:26]=1[CH2:27][CH3:28]. The catalyst is CN(C=O)C. The product is [CH2:29]([C:22]1[C:21]([CH2:20][S:1][C:2]2[N:7]=[C:6]([OH:8])[CH:5]=[C:4]([C:9]([F:12])([F:10])[F:11])[N:3]=2)=[C:26]([CH2:27][CH3:28])[CH:25]=[CH:24][N:23]=1)[CH3:30]. The yield is 0.690.